Dataset: Forward reaction prediction with 1.9M reactions from USPTO patents (1976-2016). Task: Predict the product of the given reaction. (1) Given the reactants COC1C=CC=C(OC)C=1C(N[C@H]1CCC[C@H]1NC1C=NC2C(=CC=CC=2)N=1)=O.Cl[C:31]1[S:32][C:33]2[CH:39]=[CH:38][CH:37]=[CH:36][C:34]=2[N:35]=1.Cl.[NH2:41][C@H:42]1[CH2:46][CH2:45][CH2:44][C@@H:43]1[NH:47][C:48](=[O:61])[C:49]1[CH:54]=[C:53]([CH3:55])[CH:52]=[CH:51][C:50]=1[N:56]1[N:60]=[CH:59][CH:58]=[N:57]1.CCN(C(C)C)C(C)C, predict the reaction product. The product is: [S:32]1[C:33]2[CH:39]=[CH:38][CH:37]=[CH:36][C:34]=2[N:35]=[C:31]1[NH:41][C@H:42]1[CH2:46][CH2:45][CH2:44][C@@H:43]1[NH:47][C:48](=[O:61])[C:49]1[CH:54]=[C:53]([CH3:55])[CH:52]=[CH:51][C:50]=1[N:56]1[N:57]=[CH:58][CH:59]=[N:60]1. (2) Given the reactants COC([C:5]1([CH2:16][C:17]2[CH:22]=[CH:21][C:20]([Cl:23])=[CH:19][CH:18]=2)[CH2:9][CH2:8][C:7]2([CH2:14][O:13][CH2:12][O:11][CH2:10]2)[C:6]1=[O:15])=O.C(N(CC)CC)C.Cl.C(N(CC)CC)C.O.C(=O)(O)[O-].[Na+], predict the reaction product. The product is: [Cl:23][C:20]1[CH:21]=[CH:22][C:17]([CH2:16][CH:5]2[CH2:9][CH2:8][C:7]3([CH2:10][O:11][CH2:12][O:13][CH2:14]3)[C:6]2=[O:15])=[CH:18][CH:19]=1.